This data is from Reaction yield outcomes from USPTO patents with 853,638 reactions. The task is: Predict the reaction yield, written as a fraction of the theoretical maximum amount of product (1.0 means a 100% yield; for example, 0.34 means a 34% yield). (1) The reactants are [CH3:1][C:2]1[CH:3]=[C:4]2[C:8](=[CH:9][CH:10]=1)[NH:7][CH:6]=[C:5]2[CH2:11][CH2:12][OH:13].B(F)(F)F.CCOCC.[C:23]([CH2:27][C:28]([O:30][CH2:31][CH3:32])=[O:29])(=O)[CH2:24][CH3:25]. The catalyst is ClCCl. The product is [CH2:31]([O:30][C:28](=[O:29])[CH2:27][C:23]1([CH2:24][CH3:25])[C:6]2[NH:7][C:8]3[C:4]([C:5]=2[CH2:11][CH2:12][O:13]1)=[CH:3][C:2]([CH3:1])=[CH:10][CH:9]=3)[CH3:32]. The yield is 0.520. (2) The reactants are [CH:1]([C:3]1[S:7][C:6]([O:8][C:9]2[CH:16]=[CH:15][C:12]([C:13]#[N:14])=[CH:11][CH:10]=2)=[CH:5][CH:4]=1)=[O:2].C([O-])([O-])=[O:18].[K+].[K+].OO. The catalyst is CS(C)=O. The product is [CH:1]([C:3]1[S:7][C:6]([O:8][C:9]2[CH:16]=[CH:15][C:12]([C:13]([NH2:14])=[O:18])=[CH:11][CH:10]=2)=[CH:5][CH:4]=1)=[O:2]. The yield is 0.760. (3) The reactants are [CH3:1][O:2][C:3]1[C:11]([CH:12]=O)=[CH:10][C:6]2=[N:7][O:8][N:9]=[C:5]2[CH:4]=1.C(O)(=O)[CH2:15][C:16]([OH:18])=[O:17].N1CCCCC1.N1C=CC=CC=1. The catalyst is CCO. The product is [CH3:1][O:2][C:3]1[C:11](/[CH:12]=[CH:15]/[C:16]([OH:18])=[O:17])=[CH:10][C:6]2=[N:7][O:8][N:9]=[C:5]2[CH:4]=1. The yield is 0.500. (4) The reactants are [C:1](=O)([O-])[O-].[Li+].[Li+].[C:7]1([CH:15]=[CH:14][CH:13]=[C:11]([OH:12])[C:9]=1[OH:10])[OH:8].CI.O. The catalyst is CN(C)C=O. The product is [CH3:1][O:10][C:9]1[C:7]([OH:8])=[CH:15][CH:14]=[CH:13][C:11]=1[OH:12]. The yield is 0.340. (5) The reactants are [CH2:1]([O:3][C:4](=[O:15])[CH2:5][NH:6][NH:7][C:8]([O:10][C:11]([CH3:14])([CH3:13])[CH3:12])=[O:9])[CH3:2].[C:16]1(=[O:22])[O:21][C:19](=[O:20])[CH2:18][CH2:17]1. The catalyst is CN(C=O)C. The product is [C:11]([O:10][C:8]([NH:7][N:6]([C:16](=[O:22])[CH2:17][CH2:18][C:19]([OH:21])=[O:20])[CH2:5][C:4]([O:3][CH2:1][CH3:2])=[O:15])=[O:9])([CH3:14])([CH3:13])[CH3:12]. The yield is 0.500. (6) The reactants are C(O[C:4](=[O:22])[C:5](=[CH:11][NH:12][C:13]1[CH:18]=[C:17]([O:19][CH3:20])[CH:16]=[CH:15][C:14]=1[Br:21])[C:6]([O:8][CH2:9][CH3:10])=[O:7])C.C(=O)(O)[O-].[Na+]. The catalyst is C(O)C. The product is [CH2:9]([O:8][C:6]([C:5]1[C:4](=[O:22])[C:18]2[C:13](=[C:14]([Br:21])[CH:15]=[CH:16][C:17]=2[O:19][CH3:20])[NH:12][CH:11]=1)=[O:7])[CH3:10]. The yield is 0.300. (7) The product is [NH2:3][C:2]1[CH:11]=[CH:4][C:5]([Br:10])=[CH:6][C:7]=1[CH:8]([CH:18]1[CH2:17][CH2:25][CH2:21][CH2:22]1)[OH:9]. No catalyst specified. The reactants are N[C:2]1[C:7]([CH:8]=[O:9])=[CH:6][C:5]([Br:10])=[CH:4][N:3]=1.[CH3:11][Mg]Br.C(O[CH2:17][CH3:18])C.[Cl-].[NH4+].[CH2:21]1[CH2:25]OC[CH2:22]1. The yield is 0.500. (8) The yield is 0.855. The reactants are [CH2:1]([O:8][CH:9]1[CH2:12][CH:11]([NH:13][C:14](=[O:34])[NH:15][C:16]2[N:17]=[CH:18][N:19]([CH2:26][C:27]3[CH:32]=[CH:31][C:30]([Cl:33])=[CH:29][CH:28]=3)[C:20]=2[C:21]([O:23]CC)=O)[CH2:10]1)[C:2]1[CH:7]=[CH:6][CH:5]=[CH:4][CH:3]=1.[O-]CC.[Na+]. The catalyst is C(O)C. The product is [CH2:1]([O:8][CH:9]1[CH2:10][CH:11]([N:13]2[C:21](=[O:23])[C:20]3[N:19]([CH2:26][C:27]4[CH:32]=[CH:31][C:30]([Cl:33])=[CH:29][CH:28]=4)[CH:18]=[N:17][C:16]=3[NH:15][C:14]2=[O:34])[CH2:12]1)[C:2]1[CH:7]=[CH:6][CH:5]=[CH:4][CH:3]=1. (9) The reactants are [C:1]([CH:11]([CH:27]1[NH:32][CH2:31][CH2:30][NH:29][CH2:28]1)[N:12]([NH:19][C:20]1[CH:25]=[CH:24][CH:23]=[CH:22][C:21]=1[CH3:26])[C:13]([CH:15]1[CH2:18][CH2:17][CH2:16]1)=[O:14])(OCC1C=CC=CC=1)=O.C(Br)[CH2:34][C:35]1[CH:40]=[CH:39][CH:38]=[CH:37][CH:36]=1.C([O-])([O-])=O.[K+].[K+]. The catalyst is CO.CC#N.[Pd]. The product is [CH2:1]([CH:11]([CH:27]1[NH:32][CH2:31][CH2:30][NH:29][CH2:28]1)[N:12]([NH:19][C:20]1[CH:25]=[CH:24][CH:23]=[CH:22][C:21]=1[CH3:26])[C:13]([CH:15]1[CH2:18][CH2:17][CH2:16]1)=[O:14])[CH2:34][C:35]1[CH:40]=[CH:39][CH:38]=[CH:37][CH:36]=1. The yield is 0.430. (10) The reactants are [H-].[Na+].[CH3:3][S:4]([CH2:7][C:8]([O:10][CH2:11][CH3:12])=[O:9])(=[O:6])=[O:5].[CH2:13]([O:20][C:21]1[CH:26]=[CH:25][C:24]([CH2:27][CH2:28]I)=[CH:23][CH:22]=1)[C:14]1[CH:19]=[CH:18][CH:17]=[CH:16][CH:15]=1. The catalyst is CN(C=O)C. The product is [CH2:13]([O:20][C:21]1[CH:22]=[CH:23][C:24]([CH2:27][CH2:28][CH:7]([S:4]([CH3:3])(=[O:6])=[O:5])[C:8]([O:10][CH2:11][CH3:12])=[O:9])=[CH:25][CH:26]=1)[C:14]1[CH:15]=[CH:16][CH:17]=[CH:18][CH:19]=1. The yield is 0.865.